Predict the product of the given reaction. From a dataset of Forward reaction prediction with 1.9M reactions from USPTO patents (1976-2016). (1) Given the reactants [CH:1]([C:3]1[CH:14]=[CH:13][C:6]([O:7][CH2:8][C:9]([O:11][CH3:12])=[O:10])=[CH:5][CH:4]=1)=O.[I:15][C:16]1[CH:22]=[CH:21][C:19]([NH2:20])=[CH:18][CH:17]=1, predict the reaction product. The product is: [I:15][C:16]1[CH:22]=[CH:21][C:19](/[N:20]=[CH:1]/[C:3]2[CH:14]=[CH:13][C:6]([O:7][CH2:8][C:9]([O:11][CH3:12])=[O:10])=[CH:5][CH:4]=2)=[CH:18][CH:17]=1. (2) Given the reactants [Cl:1][C:2]1[CH:3]=[CH:4][C:5]([O:17]CC2C=CC=CC=2)=[C:6]([B:8]2[O:12][C:11]([CH3:14])([CH3:13])[C:10]([CH3:16])([CH3:15])[O:9]2)[CH:7]=1, predict the reaction product. The product is: [Cl:1][C:2]1[CH:3]=[CH:4][C:5]([OH:17])=[C:6]([B:8]2[O:12][C:11]([CH3:14])([CH3:13])[C:10]([CH3:16])([CH3:15])[O:9]2)[CH:7]=1. (3) Given the reactants [CH2:1]([C:5]1[CH:36]=[CH:35][C:8]([NH:9][CH:10]2[CH2:15][CH2:14][N:13]([CH2:16][C:17]3[CH:22]=[CH:21][N:20]=[C:19]([C:23]4[CH:28]=[C:27]([O:29][CH3:30])[C:26]([O:31][CH3:32])=[C:25]([O:33][CH3:34])[CH:24]=4)[CH:18]=3)[CH2:12][CH2:11]2)=[CH:7][CH:6]=1)[CH2:2][CH2:3][CH3:4].[CH3:37][O:38][C:39]1[CH:40]=[C:41]([C:49]2[CH:50]=[C:51]([CH:54]=[CH:55][CH:56]=2)[CH2:52][Cl:53])[CH:42]=[C:43]([O:47][CH3:48])[C:44]=1[O:45][CH3:46], predict the reaction product. The product is: [ClH:53].[ClH:53].[CH2:1]([C:5]1[CH:6]=[CH:7][C:8]([N:9]([CH:10]2[CH2:11][CH2:12][N:13]([CH2:16][C:17]3[CH:22]=[CH:21][N:20]=[C:19]([C:23]4[CH:28]=[C:27]([O:29][CH3:30])[C:26]([O:31][CH3:32])=[C:25]([O:33][CH3:34])[CH:24]=4)[CH:18]=3)[CH2:14][CH2:15]2)[CH2:52][C:51]2[CH:54]=[CH:55][CH:56]=[C:49]([C:41]3[CH:42]=[C:43]([O:47][CH3:48])[C:44]([O:45][CH3:46])=[C:39]([O:38][CH3:37])[CH:40]=3)[CH:50]=2)=[CH:35][CH:36]=1)[CH2:2][CH2:3][CH3:4]. (4) Given the reactants [CH:1]1([N:4]2[C:13]3[C:8](=[CH:9][C:10]([O:24][CH2:25][C:26]4[CH:31]=[CH:30][C:29]([O:32][CH3:33])=[CH:28][CH:27]=4)=[C:11]([O:14][CH2:15][C:16]4[CH:21]=[CH:20][C:19]([O:22][CH3:23])=[CH:18][CH:17]=4)[CH:12]=3)[C:7](=[O:34])[C:6]([C:35]([O:37]CC3C=CC(OC)=CC=3)=[O:36])=[CH:5]2)[CH2:3][CH2:2]1.[OH-].[K+], predict the reaction product. The product is: [CH:1]1([N:4]2[C:13]3[C:8](=[CH:9][C:10]([O:24][CH2:25][C:26]4[CH:27]=[CH:28][C:29]([O:32][CH3:33])=[CH:30][CH:31]=4)=[C:11]([O:14][CH2:15][C:16]4[CH:17]=[CH:18][C:19]([O:22][CH3:23])=[CH:20][CH:21]=4)[CH:12]=3)[C:7](=[O:34])[C:6]([C:35]([OH:37])=[O:36])=[CH:5]2)[CH2:2][CH2:3]1. (5) Given the reactants CCN=C=NCCCN(C)C.[F:12][C:13]1([F:23])[O:22][C:21]2[C:15](=[C:16]([CH:18]=[CH:19][CH:20]=2)[NH2:17])[O:14]1.[CH3:24][C:25]1[C:26]([C:30](O)=[O:31])=[N:27][NH:28][CH:29]=1, predict the reaction product. The product is: [F:23][C:13]1([F:12])[O:22][C:21]2[C:15](=[C:16]([NH:17][C:30]([C:26]3[C:25]([CH3:24])=[CH:29][NH:28][N:27]=3)=[O:31])[CH:18]=[CH:19][CH:20]=2)[O:14]1. (6) Given the reactants [CH3:1][C:2]([CH3:7])([CH2:5][OH:6])[CH2:3][OH:4].[S:8](Cl)(Cl)=[O:9].O, predict the reaction product. The product is: [CH3:1][C:2]1([CH3:7])[CH2:5][O:6][S:8](=[O:9])[O:4][CH2:3]1.